The task is: Predict the reactants needed to synthesize the given product.. This data is from Full USPTO retrosynthesis dataset with 1.9M reactions from patents (1976-2016). (1) Given the product [CH2:1]([N:8]1[CH2:14][CH2:13][O:12][C:11]2[CH:15]=[CH:16][C:17]([C:19]([NH:27][OH:25])=[O:20])=[CH:18][C:10]=2[S:9]1(=[O:24])=[O:23])[C:2]1[CH:7]=[CH:6][CH:5]=[CH:4][CH:3]=1, predict the reactants needed to synthesize it. The reactants are: [CH2:1]([N:8]1[CH2:14][CH2:13][O:12][C:11]2[CH:15]=[CH:16][C:17]([C:19](OC)=[O:20])=[CH:18][C:10]=2[S:9]1(=[O:24])=[O:23])[C:2]1[CH:7]=[CH:6][CH:5]=[CH:4][CH:3]=1.[OH-:25].[Na+].[NH2:27]O.Cl. (2) Given the product [Cl:43][C:24]1[CH:23]=[C:22]([NH:21][C:2]2[N:7]=[C:6]([NH:8][C@@H:9]3[CH2:17][C@H:16]4[N:12]([CH2:13][CH2:14][CH2:15]4)[C:11]([CH3:19])([CH3:18])[CH2:10]3)[C:5]([F:20])=[CH:4][N:3]=2)[CH:42]=[CH:41][C:25]=1[O:26][C@H:27]1[CH2:32][CH2:31][NH:30][CH2:29][C@@H:28]1[F:40], predict the reactants needed to synthesize it. The reactants are: Cl[C:2]1[N:7]=[C:6]([NH:8][C@@H:9]2[CH2:17][C@H:16]3[N:12]([CH2:13][CH2:14][CH2:15]3)[C:11]([CH3:19])([CH3:18])[CH2:10]2)[C:5]([F:20])=[CH:4][N:3]=1.[NH2:21][C:22]1[CH:42]=[CH:41][C:25]([O:26][C@H:27]2[CH2:32][CH2:31][N:30](C(OC(C)(C)C)=O)[CH2:29][C@@H:28]2[F:40])=[C:24]([Cl:43])[CH:23]=1.CC1C=CC(S(O)(=O)=O)=CC=1.Cl. (3) Given the product [Br:14][C:11]1[CH:12]=[CH:13][C:8]([C:5]([F:6])([F:7])[C:4]([OH:15])=[O:3])=[CH:9][CH:10]=1, predict the reactants needed to synthesize it. The reactants are: C([O:3][C:4](=[O:15])[C:5]([C:8]1[CH:13]=[CH:12][C:11]([Br:14])=[CH:10][CH:9]=1)([F:7])[F:6])C.C([O-])([O-])=O.[K+].[K+].Cl. (4) Given the product [Cl:1][C:2]1[C:7]([O:8][C:9]2[CH:10]=[CH:11][C:12]([F:15])=[CH:13][CH:14]=2)=[CH:6][C:5]2[NH:16][C:28]([C:27]([F:31])([F:32])[C:26]([F:33])([F:34])[C:25]([F:36])([F:35])[F:24])=[N:17][C:4]=2[CH:3]=1, predict the reactants needed to synthesize it. The reactants are: [Cl:1][C:2]1[CH:3]=[C:4]([NH2:17])[C:5]([NH2:16])=[CH:6][C:7]=1[O:8][C:9]1[CH:14]=[CH:13][C:12]([F:15])=[CH:11][CH:10]=1.O.C(=O)(O)[O-].[Na+].[F:24][C:25]([F:36])([F:35])[C:26]([F:34])([F:33])[C:27]([F:32])([F:31])[C:28](O)=O. (5) Given the product [NH2:14][C:5]1[C:6]([C:9]([O:11][CH2:12][CH3:13])=[O:10])=[N:7][O:8][C:4]=1[CH:1]([CH3:3])[CH3:2], predict the reactants needed to synthesize it. The reactants are: [CH:1]([C:4]1[O:8][N:7]=[C:6]([C:9]([O:11][CH2:12][CH3:13])=[O:10])[C:5]=1[N+:14]([O-])=O)([CH3:3])[CH3:2]. (6) Given the product [CH3:1][C:2]1[N:3]=[C:4]2[C:13]3[NH:12][C@H:11]([C:14]4[CH:19]=[CH:18][CH:17]=[CH:16][CH:15]=4)[C@@H:10]([O:20][C:49](=[O:50])[C:48]4[CH:52]=[CH:53][C:45]([CH2:44][Br:43])=[CH:46][CH:47]=4)[C@H:9]([O:21][CH2:22][CH2:23][O:24][CH3:25])[C:8]=3[CH:7]=[CH:6][N:5]2[C:26]=1[CH3:27], predict the reactants needed to synthesize it. The reactants are: [CH3:1][C:2]1[N:3]=[C:4]2[C:13]3[NH:12][C@H:11]([C:14]4[CH:19]=[CH:18][CH:17]=[CH:16][CH:15]=4)[C@@H:10]([OH:20])[C@H:9]([O:21][CH2:22][CH2:23][O:24][CH3:25])[C:8]=3[CH:7]=[CH:6][N:5]2[C:26]=1[CH3:27].C(N(CC)CC)C.CC1C(C)=NC=CC=1.[Br:43][CH2:44][C:45]1[CH:53]=[CH:52][C:48]([C:49](Br)=[O:50])=[CH:47][CH:46]=1. (7) The reactants are: [OH:1][C:2]1[CH:3]=[C:4]2[C:9](=[CH:10][CH:11]=1)[C:8]([C:12]([OH:14])=[O:13])=[CH:7][CH:6]=[CH:5]2.Cl[C:16]1[CH:21]=[CH:20][N:19]=[C:18]([C:22]([NH2:24])=[O:23])[CH:17]=1. Given the product [C:22]([C:18]1[CH:17]=[C:16]([O:1][C:2]2[CH:3]=[C:4]3[C:9](=[CH:10][CH:11]=2)[C:8]([C:12]([OH:14])=[O:13])=[CH:7][CH:6]=[CH:5]3)[CH:21]=[CH:20][N:19]=1)(=[O:23])[NH2:24], predict the reactants needed to synthesize it.